Dataset: Reaction yield outcomes from USPTO patents with 853,638 reactions. Task: Predict the reaction yield, written as a fraction of the theoretical maximum amount of product (1.0 means a 100% yield; for example, 0.34 means a 34% yield). (1) The reactants are [OH:1][C:2]1[C:3]([C:8]([NH2:10])=[O:9])=[N:4][CH:5]=[CH:6][CH:7]=1.Br[CH2:12][C:13]([O:15][CH2:16][CH3:17])=[O:14].C(=O)([O-])[O-].[K+].[K+]. The catalyst is CC(=O)CC. The product is [CH2:16]([O:15][C:13]([CH2:12][O:1][C:2]1[C:3]([C:8]([NH2:10])=[O:9])=[N:4][CH:5]=[CH:6][CH:7]=1)=[O:14])[CH3:17]. The yield is 0.530. (2) The reactants are [C:1]([C:5]1[CH:40]=[CH:39][C:8]([CH2:9][N:10]2[C:14](=[O:15])[N:13]([CH2:16][CH3:17])[C:12]([CH2:18][CH2:19][CH2:20][C:21]3[CH:26]=[CH:25][N:24]=[C:23]([C:27]4[CH:28]=[CH:29][C:30]([O:36][CH2:37][CH3:38])=[C:31]([CH2:33][C:34]#N)[CH:32]=4)[N:22]=3)=[N:11]2)=[CH:7][CH:6]=1)([CH3:4])([CH3:3])[CH3:2].[OH-:41].[K+].Cl.[OH2:44]. The catalyst is C(O)CO.CCOC(C)=O. The product is [C:1]([C:5]1[CH:6]=[CH:7][C:8]([CH2:9][N:10]2[C:14](=[O:15])[N:13]([CH2:16][CH3:17])[C:12]([CH2:18][CH2:19][CH2:20][C:21]3[CH:26]=[CH:25][N:24]=[C:23]([C:27]4[CH:28]=[CH:29][C:30]([O:36][CH2:37][CH3:38])=[C:31]([CH2:33][C:34]([OH:44])=[O:41])[CH:32]=4)[N:22]=3)=[N:11]2)=[CH:39][CH:40]=1)([CH3:3])([CH3:2])[CH3:4]. The yield is 0.920. (3) The yield is 0.400. The product is [Br:33][C:10]1[N:9]([C:3]2[CH:4]=[CH:5][C:6]([Cl:8])=[CH:7][C:2]=2[Cl:1])[C:17]2[CH2:16][CH2:15][N:14]([N:18]3[CH2:19][CH2:20][CH2:21][CH2:22][CH2:23]3)[C:13](=[O:24])[C:12]=2[C:11]=1[CH3:25]. The catalyst is CN(C=O)C. The reactants are [Cl:1][C:2]1[CH:7]=[C:6]([Cl:8])[CH:5]=[CH:4][C:3]=1[N:9]1[C:17]2[CH2:16][CH2:15][N:14]([N:18]3[CH2:23][CH2:22][CH2:21][CH2:20][CH2:19]3)[C:13](=[O:24])[C:12]=2[C:11]([CH3:25])=[CH:10]1.C1C(=O)N([Br:33])C(=O)C1.O. (4) The reactants are [NH2:1][C:2]1[C:7]([NH2:8])=[C:6]([NH:9][C@@H:10]2[C@@H:15]3[CH2:16][C@@H:12]([CH:13]=[CH:14]3)[C@@H:11]2[C:17]([NH2:19])=[O:18])[C:5]([Cl:20])=[CH:4][N:3]=1.[CH3:21][N:22]1[C:26]([CH3:27])=[C:25]([CH:28]=O)[C:24]([CH3:30])=[N:23]1.C([O-])(=O)C.[NH4+]. No catalyst specified. The product is [Cl:20][C:5]1[C:6]([NH:9][C@@H:10]2[C@@H:15]3[CH2:16][C@@H:12]([CH:13]=[CH:14]3)[C@@H:11]2[C:17]([NH2:19])=[O:18])=[C:7]2[N:8]=[C:28]([C:25]3[C:24]([CH3:30])=[N:23][N:22]([CH3:21])[C:26]=3[CH3:27])[NH:1][C:2]2=[N:3][CH:4]=1. The yield is 0.370.